Dataset: Peptide-MHC class II binding affinity with 134,281 pairs from IEDB. Task: Regression. Given a peptide amino acid sequence and an MHC pseudo amino acid sequence, predict their binding affinity value. This is MHC class II binding data. (1) The peptide sequence is PVLSAFKKFPKFNRV. The MHC is HLA-DQA10102-DQB10602 with pseudo-sequence HLA-DQA10102-DQB10602. The binding affinity (normalized) is 0. (2) The peptide sequence is SAFQGLFGGLNWITK. The MHC is DRB1_0404 with pseudo-sequence DRB1_0404. The binding affinity (normalized) is 0.254.